This data is from Experimentally validated miRNA-target interactions with 360,000+ pairs, plus equal number of negative samples. The task is: Binary Classification. Given a miRNA mature sequence and a target amino acid sequence, predict their likelihood of interaction. (1) The miRNA is hsa-miR-6889-5p with sequence UCGGGGAGUCUGGGGUCCGGAAU. The protein sequence of the target gene is MAGSREVVAMDCEMVGLGPHRESGLARCSLVNVHGAVLYDKFIRPEGEITDYRTRVSGVTPQHMVGATPFAVARLEILQLLKGKLVVGHDLKHDFQALKEDMSGYTIYDTSTDRLLWREAKLDHCRRVSLRVLSERLLHKSIQNSLLGHSSVEDARATMELYQISQRIRARRGLPRLAVSD. Result: 0 (no interaction). (2) The protein sequence of the target gene is MAWPNVFQRGSLLSQFSHHHVVVFLLTFFSYSLLHASRKTFSNVKVSISEQWTPSAFNTSVELPVEIWSSNHLFPSAEKATLFLGTLDTIFLFSYAVGLFISGIVGDRLNLRWVLSFGMCSSALVVFVFGALTEWLRFYNKWLYCCLWIVNGLLQSTGWPCVVAVMGNWFGKAGRGVVFGLWSACASVGNILGACLASSVLQYGYEYAFLVTASVQFAGGIVIFFGLLVSPEEIGLSGIEAEENFEEDSHRPLINGGENEDEYEPNYSIQDDSSVAQVKAISFYQACCLPGVIPYSLAYA.... Result: 1 (interaction). The miRNA is hsa-miR-561-5p with sequence AUCAAGGAUCUUAAACUUUGCC.